Dataset: Experimentally validated miRNA-target interactions with 360,000+ pairs, plus equal number of negative samples. Task: Binary Classification. Given a miRNA mature sequence and a target amino acid sequence, predict their likelihood of interaction. (1) The miRNA is mmu-miR-149-5p with sequence UCUGGCUCCGUGUCUUCACUCCC. The protein sequence of the target gene is MSQGFRGPTGVFPHQTQSYLDPSHEHSKWRYPQPQGPESYPRSFQLQQIEFLKGRLPEAPLIGIQTQSLPPFLPGHWPRFPGPPAQDRQLEIWEFPRSVTLRNQGFHIGPPLPPPHSRGTPWRGADGLCSHFRELSISQSPEQKVLNRLEELGEGKATTAHVLARELRIPKRDINRILYSLEKKGKLHRGRGKPPLWSLVPLSQAWTQPPGVVNPDSCIQEFPRGEPGLDSEDGDPASDLEGPSEPLDMAEIKEKICDYLFNVSNSSALNLAKNIGLTKARDVTSVLIDLERQGDVYRQG.... Result: 1 (interaction). (2) The miRNA is hsa-miR-6738-5p with sequence CGAGGGGUAGAAGAGCACAGGGG. The protein sequence of the target gene is MISSCTTRKMAEQEQRKIPLVPENLLKKRKAYQALKATQAKQALLAKKEQKKGKGLRFKRLESFLHDSWRQKRDKVRLRRLEVKPHALELPDKHSLAFVVRIERIDGVSLLVQRTIARLRLKKIFSGVFVKVTPQNLKMLRIVEPYVTWGFPNLKSVRELILKRGQAKVKNKTIPLTDNTVIEEHLGKFGVICLEDLIHEIAFPGKHFQEISWFLCPFHLSVARHATKNRVGFLKEMGTPGYRGERINQLIRQLN. Result: 1 (interaction). (3) The miRNA is hsa-miR-449c-5p with sequence UAGGCAGUGUAUUGCUAGCGGCUGU. The protein sequence of the target gene is MNQKLLKLENLLRFHTIYRQLHSLCQRRALRQWRHGFSSAYPVWTAQLCAWPWPTDVLTGAALSQYRLLVTKKEEGPWKSQLSSTKSKKVVEVWIGMTIEELARAMEKNTDYVYEALLNTDIDIDSLEADSHLDEVWIKEVITKAGMKLKWSKLKQDKVRKNKDAVRRPQADPALLTPRSPVVTIMGHVDHGKTTLLDKFRKTQVAAVETGGITQHIGAFLVSLPSGEKITFLDTPGHAAFSAMRARGAQVTDIVVLVVAADDGVMKQTVESIQHAKDAQVPIILAVNKCDKAEADPEKV.... Result: 0 (no interaction). (4) The miRNA is hsa-miR-4690-5p with sequence GAGCAGGCGAGGCUGGGCUGAA. The protein sequence of the target gene is MMSEGKPPDKKRPRRSLSISKNKKKASNSIISCFNNAPPAKLACPVCSKMVPRYDLNRHLDEMCANNDFVQVDPGQVGLINSNVSMVDLTSVTLEDVTPKKSPPPKTNLTPGQSDSAKREVKQKISPYFKSNDVVCKNQDELRNRSVKVICLGSLASKLSRKYVKAKKSIDKDEEFAGSSPQSSKSTVVKSLIDNSSEIEDEDQILENSSQKENVFKCDSLKEECIPEHMVRGSKIMEAESQKATRECEKSALTPGFSDNAIMLFSPDFTLRNTLKSTSEDSLVKQECIKEVVEKREACH.... Result: 0 (no interaction). (5) The miRNA is hsa-miR-4662a-5p with sequence UUAGCCAAUUGUCCAUCUUUAG. The protein sequence of the target gene is MLYRLLSIVQRQRTSPGWQTWSSARSSTSTAEAHSIALPAQAQVVICGGGIMGTSVAYHLSKMGWQDIVLLEQGRLAAGSTRFCAGILSTARHSSVEQKMANYSNKLYHQLEQETGIQTGYLRTGSISLAQTQDRLISLKRINSRLNVVGIPSEIISPKKVAELHPLLNVHDLVGAMYVPEDAVVSSADVALALASAASQNGVQIYDRTSVLHVLIKKGQVTGVETDKGQIECQYFVNCAGQWAYELGLSNEEPLSIPLHACEHFYLLTRPWDTPLQSNTPTIVDADGRIYIRNWQGGIL.... Result: 0 (no interaction).